From a dataset of Peptide-MHC class II binding affinity with 134,281 pairs from IEDB. Regression. Given a peptide amino acid sequence and an MHC pseudo amino acid sequence, predict their binding affinity value. This is MHC class II binding data. (1) The peptide sequence is TSSTPEAVSLLCSDK. The MHC is HLA-DPA10201-DPB11401 with pseudo-sequence HLA-DPA10201-DPB11401. The binding affinity (normalized) is 0.164. (2) The peptide sequence is INEPTAAAIIYGLDR. The MHC is HLA-DQA10102-DQB10602 with pseudo-sequence HLA-DQA10102-DQB10602. The binding affinity (normalized) is 0.565. (3) The peptide sequence is RKHIEWNCDVCRHGD. The MHC is HLA-DQA10101-DQB10501 with pseudo-sequence HLA-DQA10101-DQB10501. The binding affinity (normalized) is 0.329. (4) The peptide sequence is EKKYFAATQFEPLLA. The MHC is HLA-DQA10101-DQB10501 with pseudo-sequence HLA-DQA10101-DQB10501. The binding affinity (normalized) is 0.567.